This data is from Reaction yield outcomes from USPTO patents with 853,638 reactions. The task is: Predict the reaction yield, written as a fraction of the theoretical maximum amount of product (1.0 means a 100% yield; for example, 0.34 means a 34% yield). (1) The reactants are [C:1]([C:3]1[CH:4]=[C:5]([C:13]2[O:17][N:16]=[C:15]([C:18]3[CH:26]=[CH:25][CH:24]=[C:23]4[C:19]=3[CH2:20][CH2:21][C@@H:22]4[NH:27][S:28]([CH2:31][C:32](O)=[O:33])(=[O:30])=[O:29])[N:14]=2)[CH:6]=[CH:7][C:8]=1[O:9][CH:10]([CH3:12])[CH3:11])#[N:2].ON1C2C=CC=CC=2N=N1.C(Cl)CCl.[CH3:49][NH:50][CH3:51]. The catalyst is CN(C=O)C.O. The product is [C:1]([C:3]1[CH:4]=[C:5]([C:13]2[O:17][N:16]=[C:15]([C:18]3[CH:26]=[CH:25][CH:24]=[C:23]4[C:19]=3[CH2:20][CH2:21][C@@H:22]4[NH:27][S:28]([CH2:31][C:32]([N:50]([CH3:51])[CH3:49])=[O:33])(=[O:29])=[O:30])[N:14]=2)[CH:6]=[CH:7][C:8]=1[O:9][CH:10]([CH3:12])[CH3:11])#[N:2]. The yield is 0.700. (2) The reactants are [OH:1][C:2]1[CH:14]=[CH:13][C:12]2[C:11]3[C:6](=[CH:7][CH:8]=[CH:9][CH:10]=3)[NH:5][C:4]=2[CH:3]=1.[N:15]12[CH2:22][CH2:21][CH:18]([CH2:19][CH2:20]1)[CH:17](O)[CH2:16]2.C1(P(C2C=CC=CC=2)C2C=CC=CC=2)C=CC=CC=1.CCOC(/N=N/C(OCC)=O)=O. The catalyst is C1COCC1.ClCCl. The product is [N:15]12[CH2:22][CH2:21][CH:18]([CH2:19][CH2:20]1)[CH:17]([O:1][C:2]1[CH:14]=[CH:13][C:12]3[C:11]4[C:6](=[CH:7][CH:8]=[CH:9][CH:10]=4)[NH:5][C:4]=3[CH:3]=1)[CH2:16]2. The yield is 0.590. (3) The reactants are [F:1][C:2]1[C:7]([F:8])=[CH:6][CH:5]=[CH:4][C:3]=1/[C:9](=[N:11]/[S@@:12]([C:14]([CH3:17])([CH3:16])[CH3:15])=[O:13])/[CH3:10].[Cl-].[C:19]([O:23][C:24](=[O:27])[CH2:25][Zn+])([CH3:22])([CH3:21])[CH3:20]. The catalyst is C1COCC1. The product is [F:1][C:2]1[C:7]([F:8])=[CH:6][CH:5]=[CH:4][C:3]=1[C@:9]([NH:11][S@@:12]([C:14]([CH3:15])([CH3:17])[CH3:16])=[O:13])([CH3:10])[CH2:25][C:24]([O:23][C:19]([CH3:22])([CH3:21])[CH3:20])=[O:27]. The yield is 0.695. (4) The catalyst is C(Cl)Cl. The product is [NH:1]1[C:9]2[C:4](=[CH:5][CH:6]=[CH:7][CH:8]=2)[C:3]([C:10](=[CH:15][C:16]2[CH:21]=[CH:20][CH:19]=[CH:18][CH:17]=2)[C:11]#[N:12])=[CH:2]1. The reactants are [NH:1]1[C:9]2[C:4](=[CH:5][CH:6]=[CH:7][CH:8]=2)[C:3]([CH2:10][C:11]#[N:12])=[CH:2]1.CO.[CH:15](=O)[C:16]1[CH:21]=[CH:20][CH:19]=[CH:18][CH:17]=1.C[O-].[Na+]. The yield is 0.440. (5) The reactants are C([O:3][C:4](=O)[NH:5][CH2:6][CH2:7][C:8]1[CH:13]=[CH:12][CH:11]=[C:10]([O:14][CH3:15])[CH:9]=1)C.O=P12OP3(OP(OP(O3)(O1)=O)(=O)O2)=O. The catalyst is O=P(Cl)(Cl)Cl. The product is [CH3:15][O:14][C:10]1[CH:9]=[C:8]2[C:13](=[CH:12][CH:11]=1)[C:4](=[O:3])[NH:5][CH2:6][CH2:7]2. The yield is 0.0760. (6) The reactants are C[Mg]Br.ClC1N=C(N(C(OC(C)(C)C)=O)C(OC(C)(C)C)=O)N=C2N(CC3C(C)=C(OC)C(C)=CN=3)N=C(CC=O)C=12.CC1C=CC(S([O:53][CH:54]([C:92]#N)[CH2:55][C:56]2[C:64]3[C:59](=[N:60][C:61]([N:66]([C:74]([O:76][C:77]([CH3:80])([CH3:79])[CH3:78])=[O:75])[C:67]([O:69][C:70]([CH3:73])([CH3:72])[CH3:71])=[O:68])=[N:62][C:63]=3[Cl:65])[N:58]([CH2:81][C:82]3[C:87]([CH3:88])=[C:86]([O:89][CH3:90])[C:85]([CH3:91])=[CH:84][N:83]=3)[N:57]=2)(=O)=O)=CC=1.[Cl-].[NH4+]. The catalyst is C(OCC)C.O1CCCC1. The product is [Cl:65][C:63]1[N:62]=[C:61]([N:66]([C:74]([O:76][C:77]([CH3:80])([CH3:79])[CH3:78])=[O:75])[C:67]([O:69][C:70]([CH3:72])([CH3:71])[CH3:73])=[O:68])[N:60]=[C:59]2[N:58]([CH2:81][C:82]3[C:87]([CH3:88])=[C:86]([O:89][CH3:90])[C:85]([CH3:91])=[CH:84][N:83]=3)[N:57]=[C:56]([CH2:55][CH:54]([OH:53])[CH3:92])[C:64]=12. The yield is 0.420.